Dataset: Reaction yield outcomes from USPTO patents with 853,638 reactions. Task: Predict the reaction yield, written as a fraction of the theoretical maximum amount of product (1.0 means a 100% yield; for example, 0.34 means a 34% yield). (1) The reactants are C([O:8][C:9]1[C:14]([CH3:15])=[CH:13][C:12]([C:16]2[CH:25]=[C:24]3[C:19]([C:20]([O:30][CH:31]([CH3:33])[CH3:32])=[CH:21][C:22]([O:26][CH:27]([CH3:29])[CH3:28])=[N:23]3)=[C:18](N)[N:17]=2)=[CH:11][C:10]=1[CH3:35])C1C=CC=CC=1.[H][H].C[OH:39]. The catalyst is [Pd]. The product is [OH:8][C:9]1[C:14]([CH3:15])=[CH:13][C:12]([C:16]2[NH:17][C:18](=[O:39])[C:19]3[C:20]([O:30][CH:31]([CH3:33])[CH3:32])=[CH:21][C:22]([O:26][CH:27]([CH3:28])[CH3:29])=[N:23][C:24]=3[CH:25]=2)=[CH:11][C:10]=1[CH3:35]. The yield is 0.432. (2) The reactants are [O:1]1[CH:5]=[CH:4][CH:3]=[C:2]1[C:6]1[NH:14][C:13]([NH2:15])=[N:12][C:11]2[C:7]=1[N:8]=[CH:9][N:10]=2.[OH-].[K+].S(O[CH2:23][C@H:24]([CH3:33])[NH:25]C(OCCCC)=O)(=O)(=O)C.C(OC(OC(C)(C)C)=O)(OC(C)(C)C)=O. The catalyst is CS(C)=O.O. The product is [NH2:25][C@@H:24]([CH3:33])[CH2:23][N:10]1[CH:9]=[N:8][C:7]2[C:11]1=[N:12][C:13]([NH2:15])=[N:14][C:6]=2[C:2]1[O:1][CH:5]=[CH:4][CH:3]=1. The yield is 0.450. (3) The reactants are [ClH:1].Cl.[CH3:3][C:4]1[CH:5]=[CH:6][C:7](OS(C2C=CC=CC=2S(N(C)C2CCN(C)CC2)(=O)=O)(=O)=O)=[C:8]([CH:18]=1)[O:9][CH2:10][CH2:11][CH2:12][O:13][NH:14][C:15](=[NH:17])[NH2:16].CC1C=CC([O:64][S:65]([C:68]2[CH:73]=[CH:72][CH:71]=[CH:70][C:69]=2[S:74]([N:77]([CH3:85])[CH:78]2[CH2:83][CH2:82][N:81]([CH3:84])[CH2:80][CH2:79]2)(=[O:76])=[O:75])(=[O:67])=[O:66])=C(C=1)OCCCOC1C=CC=C2C(NC(=O)C=12)=O.C(C(=CC1C=CC(O)=CC=1)C(O)=O)#N. No catalyst specified. The product is [ClH:1].[ClH:1].[CH3:3][C:4]1[CH:5]=[C:6]([O:64][S:65]([C:68]2[CH:73]=[CH:72][CH:71]=[CH:70][C:69]=2[S:74]([N:77]([CH3:85])[CH:78]2[CH2:83][CH2:82][N:81]([CH3:84])[CH2:80][CH2:79]2)(=[O:75])=[O:76])(=[O:67])=[O:66])[CH:7]=[C:8]([CH:18]=1)[O:9][CH2:10][CH2:11][CH2:12][O:13][NH:14][C:15]([NH2:17])=[NH:16]. The yield is 0.760. (4) The yield is 0.350. The product is [NH2:33][C@H:30]1[CH2:31][CH2:32][C@H:27]([NH:26][C:14]2[C:13]3[C:18](=[CH:19][CH:20]=[C:11]([C:4]4[CH:5]=[C:6]([O:9][CH3:10])[C:7]([OH:8])=[C:2]([Cl:1])[CH:3]=4)[CH:12]=3)[N:17]=[CH:16][C:15]=2[C:21](=[O:25])[CH:22]([CH3:23])[CH3:24])[CH2:28][CH2:29]1. The reactants are [Cl:1][C:2]1[CH:3]=[C:4]([C:11]2[CH:12]=[C:13]3[C:18](=[CH:19][CH:20]=2)[N:17]=[CH:16][C:15]([C:21](=[O:25])[CH:22]([CH3:24])[CH3:23])=[C:14]3[NH:26][C@H:27]2[CH2:32][CH2:31][C@H:30]([NH:33]C(=O)OC(C)(C)C)[CH2:29][CH2:28]2)[CH:5]=[C:6]([O:9][CH3:10])[C:7]=1[OH:8].C(O)(C(F)(F)F)=O. No catalyst specified. (5) The reactants are O[CH:2]([C:5]1[C:13]2[O:12][CH2:11][CH:10]([C:14]3[CH:19]=[CH:18][C:17]([CH:20]([CH3:22])[CH3:21])=[CH:16][CH:15]=3)[C:9]=2[C:8]([CH3:23])=[C:7]([NH:24][C:25](=[O:31])[CH2:26][C:27]([CH3:30])([CH3:29])[CH3:28])[C:6]=1[CH3:32])[CH2:3][OH:4]. The catalyst is C(O)C.[OH-].[OH-].[Pd+2]. The product is [OH:4][CH2:3][CH2:2][C:5]1[C:13]2[O:12][CH2:11][CH:10]([C:14]3[CH:19]=[CH:18][C:17]([CH:20]([CH3:21])[CH3:22])=[CH:16][CH:15]=3)[C:9]=2[C:8]([CH3:23])=[C:7]([NH:24][C:25](=[O:31])[CH2:26][C:27]([CH3:30])([CH3:29])[CH3:28])[C:6]=1[CH3:32]. The yield is 0.210. (6) The reactants are CS[C:3]1[S:4]/[C:5](=[CH:9]\[C:10]2[CH:11]=[C:12]3[C:17](=[CH:18][CH:19]=2)[N:16]=[CH:15][CH:14]=[CH:13]3)/[C:6](=[O:8])[N:7]=1.[S:20]1[CH:24]=[CH:23][CH:22]=[C:21]1[CH2:25][NH2:26].C(N(C(C)C)CC)(C)C. The catalyst is C(#N)C. The product is [S:20]1[CH:24]=[CH:23][CH:22]=[C:21]1[CH2:25][NH:26][C:3]1[S:4]/[C:5](=[CH:9]\[C:10]2[CH:11]=[C:12]3[C:17](=[CH:18][CH:19]=2)[N:16]=[CH:15][CH:14]=[CH:13]3)/[C:6](=[O:8])[N:7]=1. The yield is 0.670. (7) The reactants are [NH2:1][C:2]1[N:7]=[CH:6][C:5]([C:8]([N:10]2[CH2:15][CH2:14][O:13][CH2:12][C@@H:11]2[CH3:16])=[O:9])=[CH:4][CH:3]=1.Br[C:18]1[C:19](=[O:26])[N:20]([CH3:25])[CH:21]=[C:22]([Br:24])[CH:23]=1.C(=O)([O-])[O-].[Cs+].[Cs+].CC1(C)C2C(=C(P(C3C=CC=CC=3)C3C=CC=CC=3)C=CC=2)OC2C(P(C3C=CC=CC=3)C3C=CC=CC=3)=CC=CC1=2. The catalyst is C1C=CC(/C=C/C(/C=C/C2C=CC=CC=2)=O)=CC=1.C1C=CC(/C=C/C(/C=C/C2C=CC=CC=2)=O)=CC=1.C1C=CC(/C=C/C(/C=C/C2C=CC=CC=2)=O)=CC=1.[Pd].[Pd].O1CCOCC1. The product is [Br:24][C:22]1[CH:23]=[C:18]([NH:1][C:2]2[CH:3]=[CH:4][C:5]([C:8]([N:10]3[CH2:15][CH2:14][O:13][CH2:12][C@@H:11]3[CH3:16])=[O:9])=[CH:6][N:7]=2)[C:19](=[O:26])[N:20]([CH3:25])[CH:21]=1. The yield is 0.690.